Predict the reactants needed to synthesize the given product. From a dataset of Full USPTO retrosynthesis dataset with 1.9M reactions from patents (1976-2016). (1) Given the product [CH2:14]([N:16]1[CH2:20][CH2:19][CH:18]([O:21][C:4]2[C:3]([C:1]#[N:2])=[CH:9][C:8]([N+:10]([O-:12])=[O:11])=[C:6]([CH:5]=2)[NH2:7])[CH2:17]1)[CH3:15], predict the reactants needed to synthesize it. The reactants are: [C:1]([C:3]1[CH:9]=[C:8]([N+:10]([O-:12])=[O:11])[C:6]([NH2:7])=[CH:5][C:4]=1F)#[N:2].[CH2:14]([N:16]1[CH2:20][CH2:19][CH:18]([OH:21])[CH2:17]1)[CH3:15].C(N(C(C)C)CC)(C)C. (2) Given the product [Cl:1][C:2]1[CH:7]=[CH:6][C:5]([NH2:8])=[CH:4][C:3]=1[OH:11], predict the reactants needed to synthesize it. The reactants are: [Cl:1][C:2]1[CH:7]=[CH:6][C:5]([N+:8]([O-])=O)=[CH:4][C:3]=1[O:11]C. (3) Given the product [Cl:45][CH:43]([O:42][C:40](=[O:41])[NH:1][CH2:2][C:3]1[N:12]=[C:11]([N:13]([C:15]2[CH:16]=[CH:17][C:18]([O:21][CH3:22])=[CH:19][CH:20]=2)[CH3:14])[C:10]2[C:5](=[CH:6][CH:7]=[CH:8][CH:9]=2)[N:4]=1)[CH3:44], predict the reactants needed to synthesize it. The reactants are: [NH2:1][CH2:2][C:3]1[N:12]=[C:11]([N:13]([C:15]2[CH:20]=[CH:19][C:18]([O:21][CH3:22])=[CH:17][CH:16]=2)[CH3:14])[C:10]2[C:5](=[CH:6][CH:7]=[CH:8][CH:9]=2)[N:4]=1.CN(C)C1C2C(=CC=CC=2N(C)C)C=CC=1.Cl[C:40]([O:42][CH:43]([Cl:45])[CH3:44])=[O:41].ClC([O-])=O. (4) Given the product [F:14][C:13]1[C:8]([C:6](=[O:7])[C:3]([C:4]#[N:5])=[N:1][NH2:2])=[N:9][C:10]([O:15][CH3:16])=[CH:11][CH:12]=1, predict the reactants needed to synthesize it. The reactants are: [N+:1](=[C:3]([C:6]([C:8]1[C:13]([F:14])=[CH:12][CH:11]=[C:10]([O:15][CH3:16])[N:9]=1)=[O:7])[C:4]#[N:5])=[N-:2].C1(P(C2C=CC=CC=2)C2C=CC=CC=2)C=CC=CC=1.O. (5) Given the product [F:28][CH:2]([F:1])[O:3][C:4]1[CH:5]=[C:6]([C:10]2[N:15]=[C:14]([CH2:16][C:17]3[CH:18]=[N:19][C:20]([C:23]([NH2:24])=[O:29])=[N:21][CH:22]=3)[CH:13]=[N:12][C:11]=2[O:25][CH2:26][CH3:27])[CH:7]=[CH:8][CH:9]=1, predict the reactants needed to synthesize it. The reactants are: [F:1][CH:2]([F:28])[O:3][C:4]1[CH:5]=[C:6]([C:10]2[N:15]=[C:14]([CH2:16][C:17]3[CH:18]=[N:19][C:20]([C:23]#[N:24])=[N:21][CH:22]=3)[CH:13]=[N:12][C:11]=2[O:25][CH2:26][CH3:27])[CH:7]=[CH:8][CH:9]=1.[OH-:29].[Na+].OO. (6) Given the product [C:39]([OH:46])(=[O:45])/[CH:40]=[CH:41]\[C:42]([OH:44])=[O:43].[CH3:1][C@H:2]1[CH2:7][CH2:6][CH2:5][C@@H:4]([CH3:8])[N:3]1[CH2:9][CH2:10][NH:11][C:12]([C:14]1[CH:15]=[CH:16][C:17]([F:38])=[C:18]([NH:20][C:21]([C:23]2[N:27]3[CH:28]=[CH:29][C:30]([C:32]4[N:36]([CH3:37])[N:35]=[CH:34][CH:33]=4)=[CH:31][C:26]3=[N:25][CH:24]=2)=[O:22])[CH:19]=1)=[O:13], predict the reactants needed to synthesize it. The reactants are: [CH3:1][C@H:2]1[CH2:7][CH2:6][CH2:5][C@@H:4]([CH3:8])[N:3]1[CH2:9][CH2:10][NH:11][C:12]([C:14]1[CH:15]=[CH:16][C:17]([F:38])=[C:18]([NH:20][C:21]([C:23]2[N:27]3[CH:28]=[CH:29][C:30]([C:32]4[N:36]([CH3:37])[N:35]=[CH:34][CH:33]=4)=[CH:31][C:26]3=[N:25][CH:24]=2)=[O:22])[CH:19]=1)=[O:13].[C:39]([OH:46])(=[O:45])/[CH:40]=[CH:41]\[C:42]([OH:44])=[O:43]. (7) Given the product [CH:5]1([C:8]2[C:13](=[O:14])[CH2:12][C:11]([CH3:15])([CH3:16])[C:10](/[CH:18]=[CH:19]/[C:20](/[CH3:24])=[CH:21]\[C:22]([OH:33])=[O:23])([OH:17])[C:9]=2[CH3:25])[CH2:6][CH2:7]1, predict the reactants needed to synthesize it. The reactants are: [O-]Cl=O.[Na+].[CH:5]1([C:8]2[C:13](=[O:14])[CH2:12][C:11]([CH3:16])([CH3:15])[C:10](/[CH:18]=[CH:19]/[C:20](/[CH3:24])=[CH:21]\[CH:22]=[O:23])([OH:17])[C:9]=2[CH3:25])[CH2:7][CH2:6]1.CC(=CC)C.C(OCC)(=[O:33])C.